This data is from Volume of distribution at steady state (VDss) regression data from Lombardo et al.. The task is: Regression/Classification. Given a drug SMILES string, predict its absorption, distribution, metabolism, or excretion properties. Task type varies by dataset: regression for continuous measurements (e.g., permeability, clearance, half-life) or binary classification for categorical outcomes (e.g., BBB penetration, CYP inhibition). For this dataset (vdss_lombardo), we predict log10(VDss) (log10 of volume of distribution in L/kg). The molecule is CC(Cc1ccccc1)NC(=O)C([NH3+])CCCC[NH3+]. The log10(VDss) is -0.220.